This data is from Forward reaction prediction with 1.9M reactions from USPTO patents (1976-2016). The task is: Predict the product of the given reaction. (1) Given the reactants [CH2:1]([C:5]1[S:9][C:8]([C:10]([O:12]CC)=O)=[N:7][N:6]=1)[CH2:2][C:3]#[CH:4].[CH3:15][O:16][CH2:17][CH2:18][NH2:19], predict the reaction product. The product is: [CH2:1]([C:5]1[S:9][C:8]([C:10]([NH:19][CH2:18][CH2:17][O:16][CH3:15])=[O:12])=[N:7][N:6]=1)[CH2:2][C:3]#[CH:4]. (2) Given the reactants [C:1]1([C:7]([C:19]2[CH:24]=[CH:23][CH:22]=[CH:21][C:20]=2[CH3:25])=[CH:8][C:9]2[CH:14]=[CH:13][N:12]=[C:11]([NH:15][C:16]([NH2:18])=[O:17])[CH:10]=2)[CH:6]=[CH:5][CH:4]=[CH:3][CH:2]=1.[H][H], predict the reaction product. The product is: [C:1]1([CH:7]([C:19]2[CH:24]=[CH:23][CH:22]=[CH:21][C:20]=2[CH3:25])[CH2:8][C:9]2[CH:14]=[CH:13][N:12]=[C:11]([NH:15][C:16]([NH2:18])=[O:17])[CH:10]=2)[CH:2]=[CH:3][CH:4]=[CH:5][CH:6]=1. (3) Given the reactants [CH2:1]([N:8]1[CH2:14][C:13]2[N:15]=[CH:16][C:17](Cl)=[N:18][C:12]=2[O:11][CH2:10][CH2:9]1)[C:2]1[CH:7]=[CH:6][CH:5]=[CH:4][CH:3]=1.[CH3:20][C@@H:21]1[CH2:26][O:25][CH2:24][CH2:23][NH:22]1.CC(C1C=C(C(C)C)C(C2C=CC=CC=2P(C2CCCCC2)C2CCCCC2)=C(C(C)C)C=1)C.CC(C)([O-])C.[Na+], predict the reaction product. The product is: [CH2:1]([N:8]1[CH2:14][C:13]2[N:15]=[CH:16][C:17]([N:22]3[CH2:23][CH2:24][O:25][CH2:26][C@H:21]3[CH3:20])=[N:18][C:12]=2[O:11][CH2:10][CH2:9]1)[C:2]1[CH:7]=[CH:6][CH:5]=[CH:4][CH:3]=1. (4) The product is: [Br:1][C:2]1[CH:7]=[CH:6][C:5]([N+:8]([O-:10])=[O:9])=[C:4]([NH:12][CH2:13][C@@H:14]2[CH2:18][CH2:17][N:16]([C:19]([O:21][C:22]([CH3:25])([CH3:24])[CH3:23])=[O:20])[CH2:15]2)[CH:3]=1. Given the reactants [Br:1][C:2]1[CH:7]=[CH:6][C:5]([N+:8]([O-:10])=[O:9])=[C:4](F)[CH:3]=1.[NH2:12][CH2:13][C@@H:14]1[CH2:18][CH2:17][N:16]([C:19]([O:21][C:22]([CH3:25])([CH3:24])[CH3:23])=[O:20])[CH2:15]1, predict the reaction product. (5) Given the reactants [CH2:1]=[CH:2][C:3]1[CH:8]=[CH:7][CH:6]=[CH:5][CH:4]=1.C=CC=C.[C:13]([O:18][CH3:19])(=[O:17])[C:14]([CH3:16])=[CH2:15].C([Al](CC(C)C)OC1C(C(C)(C)C)=CC(C)=CC=1C(C)(C)C)C(C)C, predict the reaction product. The product is: [CH2:1]=[CH:2][C:3]1[CH:8]=[CH:7][CH:6]=[CH:5][CH:4]=1.[C:13]([O:18][CH3:19])(=[O:17])[C:14]([CH3:16])=[CH2:15].